From a dataset of NCI-60 drug combinations with 297,098 pairs across 59 cell lines. Regression. Given two drug SMILES strings and cell line genomic features, predict the synergy score measuring deviation from expected non-interaction effect. (1) Drug 1: CN1CCC(CC1)COC2=C(C=C3C(=C2)N=CN=C3NC4=C(C=C(C=C4)Br)F)OC. Drug 2: CC1=C(C(CCC1)(C)C)C=CC(=CC=CC(=CC(=O)O)C)C. Cell line: SK-MEL-28. Synergy scores: CSS=-0.163, Synergy_ZIP=2.09, Synergy_Bliss=5.46, Synergy_Loewe=-1.15, Synergy_HSA=0.541. (2) Drug 1: C1=NC2=C(N1)C(=S)N=C(N2)N. Drug 2: C1CN1P(=S)(N2CC2)N3CC3. Cell line: RXF 393. Synergy scores: CSS=10.4, Synergy_ZIP=-3.59, Synergy_Bliss=0.165, Synergy_Loewe=-3.49, Synergy_HSA=-0.108. (3) Drug 1: CCC(=C(C1=CC=CC=C1)C2=CC=C(C=C2)OCCN(C)C)C3=CC=CC=C3.C(C(=O)O)C(CC(=O)O)(C(=O)O)O. Drug 2: CC1C(C(CC(O1)OC2CC(OC(C2O)C)OC3=CC4=CC5=C(C(=O)C(C(C5)C(C(=O)C(C(C)O)O)OC)OC6CC(C(C(O6)C)O)OC7CC(C(C(O7)C)O)OC8CC(C(C(O8)C)O)(C)O)C(=C4C(=C3C)O)O)O)O. Cell line: SF-295. Synergy scores: CSS=14.9, Synergy_ZIP=4.83, Synergy_Bliss=-1.31, Synergy_Loewe=-39.6, Synergy_HSA=-0.0844. (4) Drug 1: CNC(=O)C1=NC=CC(=C1)OC2=CC=C(C=C2)NC(=O)NC3=CC(=C(C=C3)Cl)C(F)(F)F. Drug 2: C1CCC(C(C1)N)N.C(=O)(C(=O)[O-])[O-].[Pt+4]. Cell line: IGROV1. Synergy scores: CSS=15.2, Synergy_ZIP=-6.27, Synergy_Bliss=-5.35, Synergy_Loewe=-30.0, Synergy_HSA=-5.58. (5) Drug 1: COC1=CC(=CC(=C1O)OC)C2C3C(COC3=O)C(C4=CC5=C(C=C24)OCO5)OC6C(C(C7C(O6)COC(O7)C8=CC=CS8)O)O. Drug 2: COC1=NC(=NC2=C1N=CN2C3C(C(C(O3)CO)O)O)N. Cell line: NCI-H460. Synergy scores: CSS=51.4, Synergy_ZIP=10.6, Synergy_Bliss=9.83, Synergy_Loewe=-1.74, Synergy_HSA=10.6. (6) Drug 1: C1CCN(CC1)CCOC2=CC=C(C=C2)C(=O)C3=C(SC4=C3C=CC(=C4)O)C5=CC=C(C=C5)O. Drug 2: C1=CC(=CC=C1CCCC(=O)O)N(CCCl)CCCl. Cell line: SNB-19. Synergy scores: CSS=10.8, Synergy_ZIP=-4.53, Synergy_Bliss=-6.48, Synergy_Loewe=-7.77, Synergy_HSA=-6.93. (7) Drug 1: C1C(C(OC1N2C=C(C(=O)NC2=O)F)CO)O. Drug 2: CCC(=C(C1=CC=CC=C1)C2=CC=C(C=C2)OCCN(C)C)C3=CC=CC=C3.C(C(=O)O)C(CC(=O)O)(C(=O)O)O. Cell line: EKVX. Synergy scores: CSS=2.07, Synergy_ZIP=3.40, Synergy_Bliss=5.73, Synergy_Loewe=2.88, Synergy_HSA=1.82.